Task: Predict the reactants needed to synthesize the given product.. Dataset: Retrosynthesis with 50K atom-mapped reactions and 10 reaction types from USPTO (1) Given the product O=C(NCc1ccc(Br)cc1)c1cn(N2CCOCC2)c2ccc(CN3CCOCC3)cc2c1=O, predict the reactants needed to synthesize it. The reactants are: CCOC(=O)c1cn(N2CCOCC2)c2ccc(CN3CCOCC3)cc2c1=O.NCc1ccc(Br)cc1. (2) The reactants are: CCc1cc2c(O)nc(Sc3cnc(C#N)c(F)c3)nc2[nH]1.OC1CNC1. Given the product CCc1cc2c(N3CC(O)C3)nc(Sc3cnc(C#N)c(F)c3)nc2[nH]1, predict the reactants needed to synthesize it.